The task is: Regression. Given two drug SMILES strings and cell line genomic features, predict the synergy score measuring deviation from expected non-interaction effect.. This data is from NCI-60 drug combinations with 297,098 pairs across 59 cell lines. (1) Drug 1: CC1CCC2CC(C(=CC=CC=CC(CC(C(=O)C(C(C(=CC(C(=O)CC(OC(=O)C3CCCCN3C(=O)C(=O)C1(O2)O)C(C)CC4CCC(C(C4)OC)OCCO)C)C)O)OC)C)C)C)OC. Drug 2: N.N.Cl[Pt+2]Cl. Cell line: SK-MEL-28. Synergy scores: CSS=33.9, Synergy_ZIP=-1.79, Synergy_Bliss=-0.0105, Synergy_Loewe=0.224, Synergy_HSA=0.912. (2) Drug 1: C1=NNC2=C1C(=O)NC=N2. Drug 2: CC(C)NC(=O)C1=CC=C(C=C1)CNNC.Cl. Cell line: NCI/ADR-RES. Synergy scores: CSS=0.117, Synergy_ZIP=2.03, Synergy_Bliss=2.45, Synergy_Loewe=0.388, Synergy_HSA=-1.80. (3) Drug 1: C1CN1P(=S)(N2CC2)N3CC3. Drug 2: C(CN)CNCCSP(=O)(O)O. Cell line: M14. Synergy scores: CSS=8.95, Synergy_ZIP=-0.531, Synergy_Bliss=-3.03, Synergy_Loewe=-17.2, Synergy_HSA=-4.18.